Dataset: Reaction yield outcomes from USPTO patents with 853,638 reactions. Task: Predict the reaction yield, written as a fraction of the theoretical maximum amount of product (1.0 means a 100% yield; for example, 0.34 means a 34% yield). The yield is 0.890. The catalyst is CO. The reactants are [Cl:1][C:2]1[CH:3]=[C:4]([CH:9]=[C:10]([O:14][CH:15]([CH3:17])[CH3:16])[C:11]=1[O:12][CH3:13])[C:5]([O:7]C)=[O:6]. The product is [Cl:1][C:2]1[CH:3]=[C:4]([CH:9]=[C:10]([O:14][CH:15]([CH3:17])[CH3:16])[C:11]=1[O:12][CH3:13])[C:5]([OH:7])=[O:6].